This data is from Full USPTO retrosynthesis dataset with 1.9M reactions from patents (1976-2016). The task is: Predict the reactants needed to synthesize the given product. (1) Given the product [CH3:1][O:2][C:3]1[CH:8]=[CH:7][C:6]([C@H:9]([NH:11][C@H:20]2[C:21]3[N:12]=[CH:13][CH:14]=[CH:15][C:16]=3[CH2:17][CH2:18][CH2:19]2)[CH3:10])=[CH:5][CH:4]=1, predict the reactants needed to synthesize it. The reactants are: [CH3:1][O:2][C:3]1[CH:8]=[CH:7][C:6]([C@H:9]([NH2:11])[CH3:10])=[CH:5][CH:4]=1.[N:12]1[C:21]2[C:20](=O)[CH2:19][CH2:18][CH2:17][C:16]=2[CH:15]=[CH:14][CH:13]=1. (2) Given the product [C:17]1([N:1]2[C:5]3[CH:6]=[CH:7][CH:8]=[CH:9][C:4]=3[N:3]=[CH:2]2)[CH:22]=[CH:21][CH:20]=[CH:19][CH:18]=1, predict the reactants needed to synthesize it. The reactants are: [N:1]1[C:5]2[CH:6]=[CH:7][CH:8]=[CH:9][C:4]=2[NH:3][CH:2]=1.C(=O)([O-])[O-].[Cs+].[Cs+].I[C:17]1[CH:22]=[CH:21][CH:20]=[CH:19][CH:18]=1.N1C2C(=CC=C3C=2N=CC=C3)C=CC=1. (3) Given the product [Cl:1][C:2]1[CH:28]=[CH:27][C:5]([CH2:6][N:7]2[C:15]3[C:10](=[CH:11][CH:12]=[CH:13][CH:14]=3)[CH:9]=[C:8]2[C:16]([N:18]2[CH2:23][CH2:22][CH:21]([C:24]([NH:60][CH2:59][CH2:58][C:54]3[CH:55]=[CH:56][CH:57]=[C:52]([O:51][CH3:50])[CH:53]=3)=[O:25])[CH2:20][CH2:19]2)=[O:17])=[CH:4][CH:3]=1, predict the reactants needed to synthesize it. The reactants are: [Cl:1][C:2]1[CH:28]=[CH:27][C:5]([CH2:6][N:7]2[C:15]3[C:10](=[CH:11][CH:12]=[CH:13][CH:14]=3)[CH:9]=[C:8]2[C:16]([N:18]2[CH2:23][CH2:22][CH:21]([C:24](O)=[O:25])[CH2:20][CH2:19]2)=[O:17])=[CH:4][CH:3]=1.ON1C2C=CC=CC=2N=N1.CCN=C=NCCCN(C)C.[CH3:50][O:51][C:52]1[CH:53]=[C:54]([CH2:58][CH2:59][NH2:60])[CH:55]=[CH:56][CH:57]=1.